From a dataset of Forward reaction prediction with 1.9M reactions from USPTO patents (1976-2016). Predict the product of the given reaction. (1) Given the reactants [OH:1][N:2]1[C:6](=[O:7])[CH:5]([CH:8]([CH3:10])[CH3:9])[NH:4][C:3]1=[O:11].[C:12]([O:16]C(NC(C(C)C)C(O)=O)=O)(C)(C)C.[CH3:27][O:28][C:29]1[CH:34]=[CH:33][C:32]([N:35]2[CH2:40][CH2:39][NH:38][CH2:37][CH2:36]2)=[CH:31][CH:30]=1, predict the reaction product. The product is: [CH3:27][O:28][C:29]1[CH:30]=[CH:31][C:32]([N:35]2[CH2:40][CH2:39][N:38]([C:12]([O:1][N:2]3[C:6](=[O:7])[CH:5]([CH:8]([CH3:9])[CH3:10])[NH:4][C:3]3=[O:11])=[O:16])[CH2:37][CH2:36]2)=[CH:33][CH:34]=1. (2) Given the reactants [N+:1]([C:4]1[CH:5]=[N:6][NH:7][CH:8]=1)([O-])=O.C([O-])([O-])=O.[K+].[K+].[C:15]([C:17]1[CH:18]=[C:19]([CH:22]=[CH:23][CH:24]=1)[CH2:20]Br)#[N:16], predict the reaction product. The product is: [NH2:1][C:4]1[CH:5]=[N:6][N:7]([CH2:20][C:19]2[CH:18]=[C:17]([CH:24]=[CH:23][CH:22]=2)[C:15]#[N:16])[CH:8]=1. (3) Given the reactants [CH3:1][C:2]1[N:7]=[C:6]([N+:8]([O-:10])=[O:9])[C:5]([OH:11])=[CH:4][CH:3]=1.[H-].[Na+].IC.[CH:16](O)(C)C, predict the reaction product. The product is: [CH3:1][C:2]1[N:7]=[C:6]([N+:8]([O-:10])=[O:9])[C:5]([O:11][CH3:16])=[CH:4][CH:3]=1. (4) Given the reactants C(OC([N:8]1[CH2:12][CH2:11][C:10]([C:14]#[C:15][C:16]2[CH:17]=[CH:18][C:19]3[O:28][CH2:27][CH2:26][N:25]4[C:21](=[N:22][C:23]([C:29](=[O:31])[NH2:30])=[CH:24]4)[C:20]=3[CH:32]=2)([OH:13])[CH2:9]1)=O)(C)(C)C.Cl.CC(=O)OCC, predict the reaction product. The product is: [OH:13][C:10]1([C:14]#[C:15][C:16]2[CH:17]=[CH:18][C:19]3[O:28][CH2:27][CH2:26][N:25]4[CH:24]=[C:23]([C:29]([NH2:30])=[O:31])[N:22]=[C:21]4[C:20]=3[CH:32]=2)[CH2:11][CH2:12][NH:8][CH2:9]1. (5) Given the reactants Cl.[OH:2][NH2:3].CC([O-])=O.[Na+].[C:9]1([CH2:15][C:16]([C:18]2[CH:23]=[CH:22][CH:21]=[CH:20][CH:19]=2)=O)[CH:14]=[CH:13][CH:12]=[CH:11][CH:10]=1, predict the reaction product. The product is: [C:9]1([CH2:15][C:16](=[N:3][OH:2])[C:18]2[CH:23]=[CH:22][CH:21]=[CH:20][CH:19]=2)[CH:14]=[CH:13][CH:12]=[CH:11][CH:10]=1.